Dataset: Full USPTO retrosynthesis dataset with 1.9M reactions from patents (1976-2016). Task: Predict the reactants needed to synthesize the given product. (1) Given the product [C:29]1([CH2:28][NH:35][CH2:1][C:3]2[CH:8]=[CH:7][C:6]([CH2:9][N:10]3[CH2:15][CH2:14][N:13]([C:16]4[C:21]([C:22]([O:24][CH:25]([CH3:27])[CH3:26])=[O:23])=[CH:20][CH:19]=[CH:18][N:17]=4)[CH2:12][CH2:11]3)=[CH:5][CH:4]=2)[CH:34]=[CH:33][CH:32]=[CH:31][CH:30]=1, predict the reactants needed to synthesize it. The reactants are: [CH:1]([C:3]1[CH:8]=[CH:7][C:6]([CH2:9][N:10]2[CH2:15][CH2:14][N:13]([C:16]3[C:21]([C:22]([O:24][CH:25]([CH3:27])[CH3:26])=[O:23])=[CH:20][CH:19]=[CH:18][N:17]=3)[CH2:12][CH2:11]2)=[CH:5][CH:4]=1)=O.[CH2:28]([NH2:35])[C:29]1[CH:34]=[CH:33][CH:32]=[CH:31][CH:30]=1.C(O)(=O)C.C([BH3-])#N.[Na+]. (2) Given the product [CH3:22][S:23]([O:1][CH:2]1[CH2:3][N:4]([C:6]([O:8][C:9]([CH3:12])([CH3:11])[CH3:10])=[O:7])[CH2:5]1)(=[O:25])=[O:24], predict the reactants needed to synthesize it. The reactants are: [OH:1][CH:2]1[CH2:5][N:4]([C:6]([O:8][C:9]([CH3:12])([CH3:11])[CH3:10])=[O:7])[CH2:3]1.C(N(C(C)C)C(C)C)C.[CH3:22][S:23](Cl)(=[O:25])=[O:24]. (3) Given the product [C:1]([C:3]1[C:8]([NH:11][CH2:12][CH2:13][C:14]2[CH:19]=[CH:18][CH:17]=[CH:16][N:15]=2)=[CH:7][C:6]([F:10])=[CH:5][N:4]=1)#[N:2], predict the reactants needed to synthesize it. The reactants are: [C:1]([C:3]1[C:8](F)=[CH:7][C:6]([F:10])=[CH:5][N:4]=1)#[N:2].[NH2:11][CH2:12][CH2:13][C:14]1[CH:19]=[CH:18][CH:17]=[CH:16][N:15]=1.C(=O)([O-])[O-].[K+].[K+].O. (4) Given the product [NH:30]1[C:38]2[C:33](=[CH:34][CH:35]=[C:36]([C:39]([NH:14][C@@H:13]([C:15]([N:17]3[CH2:18][CH2:19][N:20]([CH:23]4[CH2:24][CH2:25][N:26]([CH3:29])[CH2:27][CH2:28]4)[CH2:21][CH2:22]3)=[O:16])[CH2:12][CH:9]3[CH2:10][CH2:11][N:6]([CH3:5])[CH2:7][CH2:8]3)=[O:40])[CH:37]=2)[CH:32]=[CH:31]1, predict the reactants needed to synthesize it. The reactants are: Cl.Cl.Cl.Cl.[CH3:5][N:6]1[CH2:11][CH2:10][CH:9]([CH2:12][C@H:13]([C:15]([N:17]2[CH2:22][CH2:21][N:20]([CH:23]3[CH2:28][CH2:27][N:26]([CH3:29])[CH2:25][CH2:24]3)[CH2:19][CH2:18]2)=[O:16])[NH2:14])[CH2:8][CH2:7]1.[NH:30]1[C:38]2[C:33](=[CH:34][CH:35]=[C:36]([C:39](O)=[O:40])[CH:37]=2)[CH:32]=[CH:31]1. (5) Given the product [ClH:2].[Cl:2][C:3]1[CH:8]=[CH:7][C:6]([C:9]2[C:17]3[C:12](=[CH:13][C:14]([O:18][CH2:19][CH2:20][N:21]4[CH2:22][CH2:23][N:24]([S:27]([CH3:30])(=[O:29])=[O:28])[CH2:25][CH2:26]4)=[CH:15][CH:16]=3)[C:11](=[O:31])[C:10]=2[C:70]2[CH:71]=[N:66][CH:67]=[N:68][CH:69]=2)=[CH:5][CH:4]=1, predict the reactants needed to synthesize it. The reactants are: Cl.[Cl:2][C:3]1[CH:8]=[CH:7][C:6]([C:9]2[C:17]3[C:12](=[CH:13][C:14]([O:18][CH2:19][CH2:20][N:21]4[CH2:26][CH2:25][N:24]([S:27]([CH3:30])(=[O:29])=[O:28])[CH2:23][CH2:22]4)=[CH:15][CH:16]=3)[C:11](=[O:31])[C:10]=2C2C=CC(F)=C(F)C=2)=[CH:5][CH:4]=1.O1CCN(CCOC2C=C3C(C(C4C=CC=CC=4)=C(Br)C3=O)=CC=2)CC1.[N:66]1[CH:71]=[C:70](B(O)O)[CH:69]=[N:68][CH:67]=1. (6) Given the product [C:37]([C:2]1[CH:3]=[C:8]2[C:9]([CH:4]=[CH:5][C:6](=[O:29])[N:7]2[CH2:13][CH2:14][N:15]2[CH2:16][CH2:17][CH:18]([NH:21][C:22](=[O:28])[O:23][C:24]([CH3:25])([CH3:26])[CH3:27])[CH2:19][CH2:20]2)=[C:10]([F:12])[CH:11]=1)#[N:38], predict the reactants needed to synthesize it. The reactants are: Br[C:2]1[CH:11]=[C:10]([F:12])[CH:9]=[C:8]2[C:3]=1[CH:4]=[CH:5][C:6](=[O:29])[N:7]2[CH2:13][CH2:14][N:15]1[CH2:20][CH2:19][CH:18]([NH:21][C:22](=[O:28])[O:23][C:24]([CH3:27])([CH3:26])[CH3:25])[CH2:17][CH2:16]1.BrC1C=C2C(C=C[C:37](=O)[N:38]2CCN2CCC(NC(=O)OC(C)(C)C)CC2)=C(F)C=1.[C-]#N.[K+].C([Sn](Cl)(CCCC)CCCC)CCC.C1(P(C2C=CC=CC=2)C2C3OC4C(=CC=CC=4P(C4C=CC=CC=4)C4C=CC=CC=4)C(C)(C)C=3C=CC=2)C=CC=CC=1.C(C1C=C2C(C=CC(=O)N2CCN2CCC(NC(=O)OC(C)(C)C)CC2)=CC=1)#N. (7) Given the product [CH2:33]([O:35][CH:36]([O:51][CH2:52][CH3:53])[C@@H:37]([N:39]([CH2:40][C:41]1[CH:42]=[CH:43][CH:44]=[C:45]2[C:50]=1[N:49]=[CH:48][CH:47]=[CH:46]2)[C:20](=[O:21])[C@@H:19]([NH:18][C:16](=[O:17])[O:15][CH2:14][CH:12]1[C:13]2[CH:1]=[CH:2][CH:3]=[CH:4][C:5]=2[C:6]2[C:11]1=[CH:10][CH:9]=[CH:8][CH:7]=2)[CH2:23][C:24]1[C:29]([CH3:30])=[CH:28][C:27]([OH:31])=[CH:26][C:25]=1[CH3:32])[CH3:38])[CH3:34], predict the reactants needed to synthesize it. The reactants are: [CH:1]1[C:13]2[CH:12]([CH2:14][O:15][C:16]([NH:18][C@@H:19]([CH2:23][C:24]3[C:29]([CH3:30])=[CH:28][C:27]([OH:31])=[CH:26][C:25]=3[CH3:32])[C:20](O)=[O:21])=[O:17])[C:11]3[C:6](=[CH:7][CH:8]=[CH:9][CH:10]=3)[C:5]=2[CH:4]=[CH:3][CH:2]=1.[CH2:33]([O:35][CH:36]([O:51][CH2:52][CH3:53])[C@@H:37]([NH:39][CH2:40][C:41]1[CH:42]=[CH:43][CH:44]=[C:45]2[C:50]=1[N:49]=[CH:48][CH:47]=[CH:46]2)[CH3:38])[CH3:34].[Cl-].COC1N=C(OC)N=C([N+]2(C)CCOCC2)N=1. (8) The reactants are: [Cl:1][C:2]1[CH:3]=[CH:4][C:5]2[N:11]3[CH:12]=[CH:13][N:14]=[C:10]3[CH:9]([CH2:15][CH2:16][C:17]([OH:19])=O)[O:8][CH:7]([C:20]3[CH:25]=[CH:24][CH:23]=[C:22]([O:26][CH3:27])[C:21]=3[O:28][CH3:29])[C:6]=2[CH:30]=1.Cl.C(N=C=NCCCN(C)C)C.N1([CH2:49][C:50]([O:52][CH2:53][CH3:54])=[O:51])CCNCC1.O.O[N:57]1[C:61]2C=[CH:63][CH:64]=[CH:65][C:60]=2N=N1.Cl. Given the product [Cl:1][C:2]1[CH:3]=[CH:4][C:5]2[N:11]3[CH:12]=[CH:13][N:14]=[C:10]3[CH:9]([CH2:15][CH2:16][C:17]([N:57]3[CH2:63][CH2:64][CH:65]([CH2:49][C:50]([O:52][CH2:53][CH3:54])=[O:51])[CH2:60][CH2:61]3)=[O:19])[O:8][CH:7]([C:20]3[CH:25]=[CH:24][CH:23]=[C:22]([O:26][CH3:27])[C:21]=3[O:28][CH3:29])[C:6]=2[CH:30]=1, predict the reactants needed to synthesize it.